Dataset: Reaction yield outcomes from USPTO patents with 853,638 reactions. Task: Predict the reaction yield, written as a fraction of the theoretical maximum amount of product (1.0 means a 100% yield; for example, 0.34 means a 34% yield). (1) The reactants are [OH:1][C:2]([CH3:35])([CH3:34])[CH2:3][C@@:4]1([C:28]2[CH:33]=[CH:32][CH:31]=[CH:30][CH:29]=2)[O:9][C:8](=[O:10])[N:7]([C@H:11]([C:13]2[CH:18]=[CH:17][C:16](B3OC(C)(C)C(C)(C)O3)=[CH:15][CH:14]=2)[CH3:12])[CH2:6][CH2:5]1.Br[C:37]1[CH:38]=[CH:39][C:40](=[O:46])[N:41]([CH:43]([F:45])[F:44])[CH:42]=1.C([O-])([O-])=O.[Cs+].[Cs+].O. The catalyst is O1CCOCC1. The product is [F:44][CH:43]([F:45])[N:41]1[C:40](=[O:46])[CH:39]=[CH:38][C:37]([C:16]2[CH:15]=[CH:14][C:13]([C@@H:11]([N:7]3[CH2:6][CH2:5][C@:4]([CH2:3][C:2]([OH:1])([CH3:34])[CH3:35])([C:28]4[CH:33]=[CH:32][CH:31]=[CH:30][CH:29]=4)[O:9][C:8]3=[O:10])[CH3:12])=[CH:18][CH:17]=2)=[CH:42]1. The yield is 0.570. (2) The reactants are [NH2:1][C:2]1[C:11]2[N:12]=[C:13]([CH2:39][CH2:40][O:41][CH3:42])[N:14]([CH2:15][CH2:16][CH2:17][N:18]([CH2:27][C:28]3[CH:29]=[C:30]([CH:36]=[CH:37][CH:38]=3)[O:31][CH2:32][C:33]([OH:35])=[O:34])[C:19](=[O:26])[CH2:20][N:21]([CH2:24][CH3:25])[CH2:22][CH3:23])[C:10]=2[C:9]2[CH:8]=[CH:7][CH:6]=[CH:5][C:4]=2[N:3]=1. The catalyst is COCCO. The product is [NH2:1][C:2]1[C:11]2[N:12]=[C:13]([CH2:39][CH2:40][O:41][CH3:42])[N:14]([CH2:15][CH2:16][CH2:17][N:18]([CH2:27][C:28]3[CH:29]=[C:30]([CH:36]=[CH:37][CH:38]=3)[O:31][CH2:32][C:33]([O:35][CH2:29][CH2:30][O:31][CH3:32])=[O:34])[C:19](=[O:26])[CH2:20][N:21]([CH2:24][CH3:25])[CH2:22][CH3:23])[C:10]=2[C:9]2[CH:8]=[CH:7][CH:6]=[CH:5][C:4]=2[N:3]=1. The yield is 0.680. (3) The reactants are [F:1][C:2]1[C:7]2[N:8]=[CH:9][O:10][C:6]=2[CH:5]=[C:4]([C:11]([NH:13][O:14][CH2:15][CH2:16][O:17]C=C)=[O:12])[C:3]=1[NH:20][C:21]1[CH:26]=[CH:25][C:24]([I:27])=[CH:23][C:22]=1[F:28].Cl.C([O-])(O)=O.[Na+]. The catalyst is C(Cl)Cl. The product is [F:1][C:2]1[C:7]2[N:8]=[CH:9][O:10][C:6]=2[CH:5]=[C:4]([C:11]([NH:13][O:14][CH2:15][CH2:16][OH:17])=[O:12])[C:3]=1[NH:20][C:21]1[CH:26]=[CH:25][C:24]([I:27])=[CH:23][C:22]=1[F:28]. The yield is 0.520. (4) The reactants are [Cl:1][CH2:2][CH2:3][CH2:4][O:5][C:6]1[CH:7]=[C:8]([C:12]2[S:20][C:19]3[C:14](=[N:15][CH:16]=[CH:17][C:18]=3[O:21][C:22]3[CH:27]=[CH:26][C:25]([N+:28]([O-])=O)=[CH:24][C:23]=3[F:31])[CH:13]=2)[CH:9]=[CH:10][CH:11]=1.[BH4-].[Na+]. The catalyst is O.O.O.O.O.O.[Ni](Cl)Cl.CO.C1COCC1. The product is [Cl:1][CH2:2][CH2:3][CH2:4][O:5][C:6]1[CH:7]=[C:8]([C:12]2[S:20][C:19]3[C:14](=[N:15][CH:16]=[CH:17][C:18]=3[O:21][C:22]3[CH:27]=[CH:26][C:25]([NH2:28])=[CH:24][C:23]=3[F:31])[CH:13]=2)[CH:9]=[CH:10][CH:11]=1. The yield is 0.540. (5) The reactants are [CH:1]1([CH2:4][O:5][C:6]2[CH:11]=[CH:10][C:9]([S:12]([CH2:15][CH3:16])(=[O:14])=[O:13])=[CH:8][C:7]=2[C:17]2[CH:18]=[C:19]([OH:25])[C:20](=[O:24])[N:21]([CH3:23])[CH:22]=2)[CH2:3][CH2:2]1.Cl[C:27]([F:32])([F:31])C([O-])=O.[Na+].C([O-])([O-])=O.[K+].[K+]. The catalyst is O1CCOCC1. The product is [CH:1]1([CH2:4][O:5][C:6]2[CH:11]=[CH:10][C:9]([S:12]([CH2:15][CH3:16])(=[O:14])=[O:13])=[CH:8][C:7]=2[C:17]2[CH:18]=[C:19]([O:25][CH:27]([F:32])[F:31])[C:20](=[O:24])[N:21]([CH3:23])[CH:22]=2)[CH2:3][CH2:2]1. The yield is 0.280. (6) The reactants are Br[C:2]1[CH:7]=[CH:6][C:5]([NH:8][C:9]#[N:10])=[CH:4][C:3]=1[CH3:11].[CH3:12][N:13]1[C:17]([C:18]#[N:19])=[CH:16][CH:15]=[C:14]1B(O)O.C(=O)([O-])[O-].[K+].[K+].C(P(C(C)(C)C)C(C)(C)C)(C)(C)C.[Br-]. The catalyst is C1COCC1. The product is [C:18]([C:17]1[N:13]([CH3:12])[C:14]([C:2]2[CH:7]=[CH:6][C:5]([NH:8][C:9]#[N:10])=[CH:4][C:3]=2[CH3:11])=[CH:15][CH:16]=1)#[N:19]. The yield is 0.130.